Dataset: Reaction yield outcomes from USPTO patents with 853,638 reactions. Task: Predict the reaction yield, written as a fraction of the theoretical maximum amount of product (1.0 means a 100% yield; for example, 0.34 means a 34% yield). (1) The reactants are [Br:1][C:2]1[C:7]([F:8])=[CH:6][C:5]([N:9]2[CH:14]=[C:13]([O:15][CH3:16])[C:12](=[O:17])[C:11]([C:18]([OH:20])=O)=[N:10]2)=[C:4]([F:21])[CH:3]=1.Cl.[CH3:23][NH:24][O:25][CH3:26].C1C=CC2N(O)N=NC=2C=1.C(N(CC)CC)C.CCN=C=NCCCN(C)C. The catalyst is CN(C=O)C.CCOC(C)=O.CCOC(C)=O.CO. The product is [Br:1][C:2]1[C:7]([F:8])=[CH:6][C:5]([N:9]2[CH:14]=[C:13]([O:15][CH3:16])[C:12](=[O:17])[C:11]([C:18]([N:24]([O:25][CH3:26])[CH3:23])=[O:20])=[N:10]2)=[C:4]([F:21])[CH:3]=1. The yield is 0.310. (2) The reactants are [Br:1][C:2]1[CH:3]=[C:4]2[C:10]([OH:11])=[N:9][NH:8][C:5]2=[N:6][CH:7]=1.Cl[CH2:13][C:14]1[CH:19]=[CH:18][C:17]([O:20][CH3:21])=[CH:16][CH:15]=1.[OH-].[Na+]. The catalyst is CS(C)=O. The product is [Br:1][C:2]1[CH:3]=[C:4]2[C:10]([OH:11])=[N:9][N:8]([CH2:13][C:14]3[CH:19]=[CH:18][C:17]([O:20][CH3:21])=[CH:16][CH:15]=3)[C:5]2=[N:6][CH:7]=1. The yield is 0.517. (3) The reactants are FC(F)(F)S(O[C:7]1[N:11]([CH3:12])[N:10]=[C:9]([CH3:13])[C:8]=1[CH3:14])(=O)=O.C([O-])([O-])=O.[K+].[K+].[CH3:23][O:24][C:25]1[CH:30]=[CH:29][C:28](B2OC(C)(C)C(C)(C)O2)=[CH:27][C:26]=1[CH2:40][CH2:41][N:42]([CH3:44])[CH3:43]. The catalyst is COCCOC.C1C=CC([P]([Pd]([P](C2C=CC=CC=2)(C2C=CC=CC=2)C2C=CC=CC=2)([P](C2C=CC=CC=2)(C2C=CC=CC=2)C2C=CC=CC=2)[P](C2C=CC=CC=2)(C2C=CC=CC=2)C2C=CC=CC=2)(C2C=CC=CC=2)C2C=CC=CC=2)=CC=1. The product is [CH3:23][O:24][C:25]1[CH:30]=[CH:29][C:28]([C:7]2[N:11]([CH3:12])[N:10]=[C:9]([CH3:13])[C:8]=2[CH3:14])=[CH:27][C:26]=1[CH2:40][CH2:41][N:42]([CH3:44])[CH3:43]. The yield is 0.430. (4) The reactants are [F:1][C:2]1[CH:7]=[CH:6][C:5]([CH2:8][C:9]([OH:11])=O)=[CH:4][CH:3]=1.Cl.C([N:15]=C=NCCCN(C)C)C.ON1C2C=CC=CC=2N=N1.[OH-].[NH4+]. The catalyst is C(#N)C. The product is [F:1][C:2]1[CH:7]=[CH:6][C:5]([CH2:8][C:9]([NH2:15])=[O:11])=[CH:4][CH:3]=1. The yield is 0.880. (5) The reactants are [Cl:1][C:2]1[CH:3]=[C:4](OS(C(F)(F)F)(=O)=O)[CH:5]=[C:6]([Cl:20])[C:7]=1[CH2:8][N:9]1[CH2:13][CH2:12][C:11]2([CH2:18][CH2:17][CH2:16][CH2:15][CH2:14]2)[C:10]1=[O:19].[NH:29]1[CH2:34][CH2:33][O:32][CH2:31][CH2:30]1.[Li+].[OH-]. The catalyst is C(OCC)(=O)C. The product is [Cl:1][C:2]1[CH:3]=[C:4]([N:29]2[CH2:34][CH2:33][O:32][CH2:31][CH2:30]2)[CH:5]=[C:6]([Cl:20])[C:7]=1[CH2:8][N:9]1[CH2:13][CH2:12][C:11]2([CH2:18][CH2:17][CH2:16][CH2:15][CH2:14]2)[C:10]1=[O:19]. The yield is 0.500. (6) The reactants are [CH2:1]([N:8]([CH2:13][C:14]([OH:16])=O)[CH2:9][C:10]([OH:12])=O)[C:2]1[CH:7]=[CH:6][CH:5]=[CH:4][CH:3]=1.C(OC(=O)C)(=O)C.[CH:24]1[CH:29]=[CH:28][C:27]([CH2:30][CH2:31][NH2:32])=[CH:26][CH:25]=1.C(=O)([O-])[O-].[K+].[K+]. The catalyst is O.C(N(CC)CC)C.C(OCC)(=O)C. The product is [CH2:1]([N:8]1[CH2:9][C:10](=[O:12])[N:32]([CH2:31][CH2:30][C:27]2[CH:28]=[CH:29][CH:24]=[CH:25][CH:26]=2)[C:14](=[O:16])[CH2:13]1)[C:2]1[CH:3]=[CH:4][CH:5]=[CH:6][CH:7]=1. The yield is 0.930. (7) The reactants are Cl[C:2]1[N:7]=[CH:6][N:5]=[C:4]([NH2:8])[C:3]=1[C:9]1[N:13]=[CH:12][N:11]([CH3:14])[N:10]=1.[NH2:15][C@H:16]([C:18]1[N:27]([CH:28]2[CH2:30][CH2:29]2)[C:26](=[O:31])[C:25]2[C:20](=[CH:21][CH:22]=[CH:23][C:24]=2[Cl:32])[N:19]=1)[CH3:17].CCN(C(C)C)C(C)C.C(Cl)Cl.CO. The catalyst is CCCCO. The product is [NH2:8][C:4]1[N:5]=[CH:6][N:7]=[C:2]([NH:15][C@H:16]([C:18]2[N:27]([CH:28]3[CH2:30][CH2:29]3)[C:26](=[O:31])[C:25]3[C:20](=[CH:21][CH:22]=[CH:23][C:24]=3[Cl:32])[N:19]=2)[CH3:17])[C:3]=1[C:9]1[N:13]=[CH:12][N:11]([CH3:14])[N:10]=1. The yield is 0.529. (8) The reactants are [F:1][C:2]([F:15])([F:14])[C:3]1[CH:12]=[C:11]2[C:6]([C:7]([SH:13])=[CH:8][CH:9]=[N:10]2)=[CH:5][CH:4]=1.[H-].[Na+].Br[CH2:19][CH2:20][CH2:21][CH2:22][CH2:23][O:24][C:25]1[C:26](=[O:40])[CH:27]=[C:28]([C:31]([CH3:39])([CH3:38])[O:32][SiH2:33][C:34]([CH3:37])([CH3:36])[CH3:35])[O:29][CH:30]=1. The catalyst is CN(C=O)C.O. The product is [C:34]([SiH2:33][O:32][C:31]([CH3:38])([CH3:39])[C:28]1[O:29][CH:30]=[C:25]([O:24][CH2:23][CH2:22][CH2:21][CH2:20][CH2:19][S:13][C:7]2[C:6]3[C:11](=[CH:12][C:3]([C:2]([F:1])([F:14])[F:15])=[CH:4][CH:5]=3)[N:10]=[CH:9][CH:8]=2)[C:26](=[O:40])[CH:27]=1)([CH3:37])([CH3:36])[CH3:35]. The yield is 0.750.